Predict which catalyst facilitates the given reaction. From a dataset of Catalyst prediction with 721,799 reactions and 888 catalyst types from USPTO. (1) Reactant: [CH2:1]([O:3][C:4](=[O:14])[C:5](=O)[CH:6]([CH:8]1[CH2:12][CH2:11][CH2:10][CH2:9]1)O)[CH3:2].C(O)(=O)C(O)=O.[CH3:21][CH:22]([CH3:27])[CH2:23][CH2:24][NH:25][NH2:26].CC([O-])=O.[Na+]. Product: [CH2:1]([O:3][C:4](=[O:14])[C:5](=[N:26][NH:25][CH2:24][CH2:23][CH:22]([CH3:27])[CH3:21])[CH:6]=[C:8]1[CH2:12][CH2:11][CH2:10][CH2:9]1)[CH3:2]. The catalyst class is: 653. (2) Reactant: [CH2:1]([O:5][C:6]([N:8]1[CH2:13][CH2:12][N:11]([C:14](=[O:36])[C@@H:15]([NH:25]C(OCC2C=CC=CC=2)=O)[CH2:16][CH2:17][C:18]([O:20][C:21]([CH3:24])([CH3:23])[CH3:22])=[O:19])[CH2:10][CH2:9]1)=[O:7])[CH2:2][CH2:3][CH3:4]. Product: [CH2:1]([O:5][C:6]([N:8]1[CH2:13][CH2:12][N:11]([C:14](=[O:36])[C@@H:15]([NH2:25])[CH2:16][CH2:17][C:18]([O:20][C:21]([CH3:24])([CH3:23])[CH3:22])=[O:19])[CH2:10][CH2:9]1)=[O:7])[CH2:2][CH2:3][CH3:4]. The catalyst class is: 50. (3) Reactant: [OH:1][C:2]1[CH:12]=[CH:11][C:5]([C:6]([O:8][CH2:9][CH3:10])=[O:7])=[CH:4][CH:3]=1.[H-].[Na+].CC1C=CC(S(O[CH2:26][CH2:27][CH2:28][CH2:29][CH2:30][CH:31]([O:33][CH3:34])[CH3:32])(=O)=O)=CC=1.O. Product: [CH3:34][O:33][CH:31]([CH3:32])[CH2:30][CH2:29][CH2:28][CH2:27][CH2:26][O:1][C:2]1[CH:3]=[CH:4][C:5]([C:6]([O:8][CH2:9][CH3:10])=[O:7])=[CH:11][CH:12]=1. The catalyst class is: 3. (4) Reactant: [CH3:1][O:2][C:3]1[CH:4]=[C:5]2[C:10](=[CH:11][C:12]=1[O:13][CH3:14])[N:9]=[CH:8][N:7]=[C:6]2[O:15][C:16]1[CH:22]=[CH:21][C:19]([NH2:20])=[C:18]([O:23][CH3:24])[CH:17]=1.C(N(CC)CC)C.ClC(Cl)(O[C:36](=[O:42])OC(Cl)(Cl)Cl)Cl.[CH2:44]([N:46]([C:50]1[CH:55]=[CH:54][CH:53]=[C:52]([CH3:56])[CH:51]=1)[CH2:47][CH2:48][NH2:49])[CH3:45]. Product: [CH3:1][O:2][C:3]1[CH:4]=[C:5]2[C:10](=[CH:11][C:12]=1[O:13][CH3:14])[N:9]=[CH:8][N:7]=[C:6]2[O:15][C:16]1[CH:22]=[CH:21][C:19]([NH:20][C:36]([NH:49][CH2:48][CH2:47][N:46]([CH2:44][CH3:45])[C:50]2[CH:55]=[CH:54][CH:53]=[C:52]([CH3:56])[CH:51]=2)=[O:42])=[C:18]([O:23][CH3:24])[CH:17]=1. The catalyst class is: 146. (5) Reactant: F[C:2]1[N:28]=[CH:27][CH:26]=[CH:25][C:3]=1[C:4]([NH:6][C:7]1[CH:12]=[CH:11][C:10]([C:13]([F:16])([F:15])[F:14])=[C:9]([O:17][CH2:18][CH:19]2[CH2:23][CH2:22][CH2:21][N:20]2[CH3:24])[CH:8]=1)=[O:5].C(O)(C(F)(F)F)=O.[NH2:36][C:37]1[CH:45]=[CH:44][CH:43]=[C:42]2[C:38]=1[CH2:39][NH:40][C:41]2=[O:46].Cl.[OH-].[Na+]. Product: [CH3:24][N:20]1[CH2:21][CH2:22][CH2:23][C@@H:19]1[CH2:18][O:17][C:9]1[CH:8]=[C:7]([NH:6][C:4]([C:3]2[C:2]([NH:36][C:37]3[CH:45]=[CH:44][CH:43]=[C:42]4[C:38]=3[CH2:39][NH:40][C:41]4=[O:46])=[N:28][CH:27]=[CH:26][CH:25]=2)=[O:5])[CH:12]=[CH:11][C:10]=1[C:13]([F:16])([F:15])[F:14]. The catalyst class is: 107.